Dataset: Full USPTO retrosynthesis dataset with 1.9M reactions from patents (1976-2016). Task: Predict the reactants needed to synthesize the given product. Given the product [C@@H:1]12[CH2:7][C@@H:4]([CH2:5][CH2:6]1)[CH2:3][C@@H:2]2[NH:8][C:9]1[S:10][C:11]([CH2:35][C:34]([CH3:36])=[CH2:33])([CH2:15][CH2:16][O:17][CH:18]2[CH2:23][CH2:22][CH2:21][CH2:20][O:19]2)[C:12](=[O:14])[N:13]=1, predict the reactants needed to synthesize it. The reactants are: [C@@H:1]12[CH2:7][C@@H:4]([CH2:5][CH2:6]1)[CH2:3][C@@H:2]2[NH:8][C:9]1[S:10][CH:11]([CH2:15][CH2:16][O:17][CH:18]2[CH2:23][CH2:22][CH2:21][CH2:20][O:19]2)[C:12](=[O:14])[N:13]=1.[Li+].CC([N-]C(C)C)C.Br[CH2:33][C:34]([CH3:36])=[CH2:35].